Dataset: Forward reaction prediction with 1.9M reactions from USPTO patents (1976-2016). Task: Predict the product of the given reaction. (1) Given the reactants [SH:1][C:2]1[N:7]=[C:6]([OH:8])[CH:5]=[C:4]([C:9]([F:12])([F:11])[F:10])[N:3]=1.C(=O)([O-])[O-].[K+].[K+].Br[CH2:20][C:21]1[C:22]([CH2:29][CH3:30])=[N:23][CH:24]=[CH:25][C:26]=1[CH2:27][CH3:28], predict the reaction product. The product is: [CH2:29]([C:22]1[C:21]([CH2:20][S:1][C:2]2[N:7]=[C:6]([OH:8])[CH:5]=[C:4]([C:9]([F:12])([F:10])[F:11])[N:3]=2)=[C:26]([CH2:27][CH3:28])[CH:25]=[CH:24][N:23]=1)[CH3:30]. (2) Given the reactants I[CH2:2][C:3]12[O:9][C:6]([CH3:10])([CH2:7][CH2:8]1)[CH2:5][CH2:4]2.[Br:11][C:12]1[CH:13]=[C:14]([OH:18])[CH:15]=[CH:16][CH:17]=1.C(=O)([O-])[O-].[K+].[K+], predict the reaction product. The product is: [Br:11][C:12]1[CH:13]=[C:14]([CH:15]=[CH:16][CH:17]=1)[O:18][CH2:2][C:3]12[O:9][C:6]([CH3:10])([CH2:7][CH2:8]1)[CH2:5][CH2:4]2.